From a dataset of Full USPTO retrosynthesis dataset with 1.9M reactions from patents (1976-2016). Predict the reactants needed to synthesize the given product. (1) Given the product [C:34]([OH:35])(=[O:1])[C:6]1[C:7](=[CH:8][CH:9]=[CH:10][CH:11]=1)[NH2:3], predict the reactants needed to synthesize it. The reactants are: [OH2:1].O[N:3]1[C:7]2[CH:8]=[CH:9][CH:10]=[CH:11][C:6]=2N=N1.Cl.CN(C)CCCN=C=NCC.C(N(CC)CC)C.CN([CH:34]=[O:35])C. (2) Given the product [CH:25]1([C@H:23]([NH:22][C:4]2[N:3]=[C:2]([C:30]#[N:32])[N:10]=[C:9]3[C:5]=2[N:6]([CH2:11][C@H:12]2[CH2:17][CH2:16][C@H:15]([C:18]([F:19])([F:21])[F:20])[CH2:14][CH2:13]2)[CH:7]=[N:8]3)[CH3:24])[CH2:28][CH2:27][CH2:26]1, predict the reactants needed to synthesize it. The reactants are: Cl[C:2]1[N:10]=[C:9]2[C:5]([N:6]([CH2:11][C@H:12]3[CH2:17][CH2:16][C@H:15]([C:18]([F:21])([F:20])[F:19])[CH2:14][CH2:13]3)[CH:7]=[N:8]2)=[C:4]([NH:22][C@@H:23]([CH:25]2[CH2:28][CH2:27][CH2:26]2)[CH3:24])[N:3]=1.C[C:30]([N:32](C)C)=O. (3) Given the product [F:26][C:23]([F:24])([F:25])[C:19]1[N:18]=[C:17]([NH:16][C:2]2[CH:7]=[CH:6][N:5]3[N:8]=[CH:9][C:10]([C:11]([O:13][CH2:14][CH3:15])=[O:12])=[C:4]3[N:3]=2)[CH:22]=[CH:21][CH:20]=1, predict the reactants needed to synthesize it. The reactants are: Cl[C:2]1[CH:7]=[CH:6][N:5]2[N:8]=[CH:9][C:10]([C:11]([O:13][CH2:14][CH3:15])=[O:12])=[C:4]2[N:3]=1.[NH2:16][C:17]1[CH:22]=[CH:21][CH:20]=[C:19]([C:23]([F:26])([F:25])[F:24])[N:18]=1.C1(P(C2C=CC=CC=2)C2C3OC4C(=CC=CC=4P(C4C=CC=CC=4)C4C=CC=CC=4)C(C)(C)C=3C=CC=2)C=CC=CC=1.CC(C)([O-])C.[Na+]. (4) Given the product [NH2:8][C@@H:9]([CH2:32][C:33]1[CH:34]=[CH:35][CH:36]=[CH:37][CH:38]=1)[C@@H:10]([C@@H:12]1[NH:17][CH2:16][CH2:15][N:14]([CH2:28][CH2:29][CH3:30])[C:13]1=[O:31])[OH:11], predict the reactants needed to synthesize it. The reactants are: C([N:8](CC1C=CC=CC=1)[C@@H:9]([CH2:32][C:33]1[CH:38]=[CH:37][CH:36]=[CH:35][CH:34]=1)[C@@H:10]([C@@H:12]1[N:17](C(OCC2C=CC=CC=2)=O)[CH2:16][CH2:15][N:14]([CH2:28][CH2:29][CH3:30])[C:13]1=[O:31])[OH:11])C1C=CC=CC=1.[H][H]. (5) Given the product [NH:37]1[CH2:36][CH2:35][CH:34]([CH2:33][CH2:32][N:28]2[CH:29]=[CH:30][N:31]=[C:27]2[C:20]2[C:21]3[C:26](=[CH:25][CH:24]=[CH:23][CH:22]=3)[N:18]([C:15]3[CH:16]=[CH:17][C:12]([NH:11][C:9]([NH:8][CH2:7][C:3]4[CH:2]=[N:1][CH:6]=[CH:5][CH:4]=4)=[O:10])=[CH:13][CH:14]=3)[CH:19]=2)[CH2:39][CH2:38]1, predict the reactants needed to synthesize it. The reactants are: [N:1]1[CH:6]=[CH:5][CH:4]=[C:3]([CH2:7][NH:8][C:9]([NH:11][C:12]2[CH:17]=[CH:16][C:15]([N:18]3[C:26]4[C:21](=[CH:22][CH:23]=[CH:24][CH:25]=4)[C:20]([C:27]4[N:28]([CH2:32][CH2:33][CH:34]5[CH2:39][CH2:38][N:37](C(OC(C)(C)C)=O)[CH2:36][CH2:35]5)[CH:29]=[CH:30][N:31]=4)=[CH:19]3)=[CH:14][CH:13]=2)=[O:10])[CH:2]=1.Cl. (6) Given the product [Si:20]([O:19][C:16]([CH3:18])([CH3:17])[CH2:15][C:14]1[S:38][C:2]([NH2:1])=[C:3]([C:4]2[CH:9]=[C:8]([Cl:10])[CH:7]=[CH:6][C:5]=2[O:11][CH3:12])[N:13]=1)([C:23]([CH3:26])([CH3:25])[CH3:24])([CH3:22])[CH3:21], predict the reactants needed to synthesize it. The reactants are: [NH2:1][C:2](=O)[CH:3]([NH:13][C:14](=O)[CH2:15][C:16]([O:19][Si:20]([C:23]([CH3:26])([CH3:25])[CH3:24])([CH3:22])[CH3:21])([CH3:18])[CH3:17])[C:4]1[CH:9]=[C:8]([Cl:10])[CH:7]=[CH:6][C:5]=1[O:11][CH3:12].COC1C=CC(P2(SP(C3C=CC(OC)=CC=3)(=S)S2)=[S:38])=CC=1.N1C=CC=CC=1. (7) Given the product [CH3:12][S:13][C:14]1[CH:22]=[C:21]([C:23]([F:24])([F:25])[F:26])[CH:20]=[CH:19][C:15]=1[C:16]([NH:11][C@@H:7]1[CH2:8][CH2:9][CH2:10][C@@H:6]1[N:1]1[CH2:2][CH2:3][CH2:4][CH2:5]1)=[O:17], predict the reactants needed to synthesize it. The reactants are: [N:1]1([C@H:6]2[CH2:10][CH2:9][CH2:8][C@H:7]2[NH2:11])[CH2:5][CH2:4][CH2:3][CH2:2]1.[CH3:12][S:13][C:14]1[CH:22]=[C:21]([C:23]([F:26])([F:25])[F:24])[CH:20]=[CH:19][C:15]=1[C:16](O)=[O:17]. (8) Given the product [CH2:1]([CH:3]([C:6]1[C:7]2[N:8]([C:13]([C:20]3[S:21][C:22]4[CH:27]=[CH:26][C:25]([CH3:28])=[CH:24][C:23]=4[C:19]=3[CH3:18])=[C:14]([CH3:16])[N:15]=2)[N:9]=[C:10]([CH3:12])[CH:11]=1)[CH2:4][CH3:5])[CH3:2], predict the reactants needed to synthesize it. The reactants are: [CH2:1]([CH:3]([C:6]1[C:7]2[N:8]([C:13](I)=[C:14]([CH3:16])[N:15]=2)[N:9]=[C:10]([CH3:12])[CH:11]=1)[CH2:4][CH3:5])[CH3:2].[CH3:18][C:19]1[C:23]2[CH:24]=[C:25]([CH3:28])[CH:26]=[CH:27][C:22]=2[S:21][C:20]=1B(O)O.C1(P(C2C=CC=CC=2)C2C=CC=CC=2)C=CC=CC=1.[OH-].[Ba+2].[OH-]. (9) Given the product [CH2:13]([O:20][C:21]1[CH:22]=[CH:23][C:24]([CH2:25][N:7]2[C:2]([Br:1])=[CH:3][CH:4]=[CH:5][C:6]2=[O:8])=[CH:27][CH:28]=1)[C:14]1[CH:15]=[CH:16][CH:17]=[CH:18][CH:19]=1, predict the reactants needed to synthesize it. The reactants are: [Br:1][C:2]1[NH:7][C:6](=[O:8])[CH:5]=[CH:4][CH:3]=1.[H-].[Na+].[Br-].[Li+].[CH2:13]([O:20][C:21]1[CH:28]=[CH:27][C:24]([CH2:25]Cl)=[CH:23][CH:22]=1)[C:14]1[CH:19]=[CH:18][CH:17]=[CH:16][CH:15]=1. (10) Given the product [Br:1][C:2]1[CH:3]=[C:4]([C:5](/[N:7]=[CH:14]/[N:15]([CH3:17])[CH3:16])=[O:6])[CH:8]=[CH:9][N:10]=1, predict the reactants needed to synthesize it. The reactants are: [Br:1][C:2]1[CH:3]=[C:4]([CH:8]=[CH:9][N:10]=1)[C:5]([NH2:7])=[O:6].C(O[CH:14](OCC)[N:15]([CH3:17])[CH3:16])C.